This data is from Full USPTO retrosynthesis dataset with 1.9M reactions from patents (1976-2016). The task is: Predict the reactants needed to synthesize the given product. Given the product [O:25]1[C:29]2[CH:30]=[CH:31][C:32]([N:34]3[C:17]([C:12]4[C:13](=[O:16])[CH:14]=[CH:15][N:10]([C:6]5[CH:7]=[CH:8][CH:9]=[C:4]([O:3][CH:2]([F:24])[F:1])[CH:5]=5)[N:11]=4)=[CH:18][CH:19]=[N:20]3)=[CH:33][C:28]=2[O:27][CH2:26]1, predict the reactants needed to synthesize it. The reactants are: [F:1][CH:2]([F:24])[O:3][C:4]1[CH:5]=[C:6]([N:10]2[CH:15]=[CH:14][C:13](=[O:16])[C:12]([C:17](=O)/[CH:18]=[CH:19]/[N:20](C)C)=[N:11]2)[CH:7]=[CH:8][CH:9]=1.[O:25]1[C:29]2[CH:30]=[CH:31][C:32]([NH:34]N)=[CH:33][C:28]=2[O:27][CH2:26]1.N([O-])=O.[Na+].[Sn](Cl)Cl.